From a dataset of Reaction yield outcomes from USPTO patents with 853,638 reactions. Predict the reaction yield, written as a fraction of the theoretical maximum amount of product (1.0 means a 100% yield; for example, 0.34 means a 34% yield). (1) The reactants are [CH3:1][NH:2][C:3]([C:5]1[C:13]2[CH:12]=[C:11]3[C:14](=[CH2:28])[CH2:15][N:16]([S:24]([CH3:27])(=[O:26])=[O:25])[CH2:17][CH2:18][N:19]([S:20]([CH3:23])(=[O:22])=[O:21])[C:10]3=[N:9][C:8]=2[O:7][C:6]=1[C:29]1[CH:34]=[CH:33][C:32]([F:35])=[CH:31][CH:30]=1)=[O:4]. The catalyst is CO.CCOC(C)=O.O[Pd]O. The product is [CH3:1][NH:2][C:3]([C:5]1[C:13]2[CH:12]=[C:11]3[CH:14]([CH3:28])[CH2:15][N:16]([S:24]([CH3:27])(=[O:26])=[O:25])[CH2:17][CH2:18][N:19]([S:20]([CH3:23])(=[O:21])=[O:22])[C:10]3=[N:9][C:8]=2[O:7][C:6]=1[C:29]1[CH:34]=[CH:33][C:32]([F:35])=[CH:31][CH:30]=1)=[O:4]. The yield is 0.0300. (2) The reactants are [OH:1][C:2]1([C:31](OC)=[O:32])[CH2:7][CH2:6][CH:5]([N:8]2[C:16]([NH:17][C:18]3[C:23]([F:24])=[CH:22][C:21]([F:25])=[CH:20][C:19]=3[F:26])=[N:15][C:14]3[C:9]2=[N:10][C:11]([NH:27][CH:28]([CH3:30])[CH3:29])=[N:12][CH:13]=3)[CH2:4][CH2:3]1.[BH4-].[Na+]. The catalyst is CO. The product is [OH:32][CH2:31][C:2]1([OH:1])[CH2:3][CH2:4][CH:5]([N:8]2[C:16]([NH:17][C:18]3[C:19]([F:26])=[CH:20][C:21]([F:25])=[CH:22][C:23]=3[F:24])=[N:15][C:14]3[C:9]2=[N:10][C:11]([NH:27][CH:28]([CH3:29])[CH3:30])=[N:12][CH:13]=3)[CH2:6][CH2:7]1. The yield is 0.370. (3) The reactants are [O:1]1[CH:5]=[CH:4][CH:3]=[C:2]1[C:6]1[O:7][C:8]([CH3:36])=[C:9]([CH2:11][O:12][C:13]2[CH:33]=[CH:32][C:16]([CH2:17][O:18][C:19]3[C:23]([CH:24]=O)=[CH:22][N:21]([C:26]4[CH:31]=[CH:30][CH:29]=[CH:28][CH:27]=4)[N:20]=3)=[CH:15][C:14]=2[O:34][CH3:35])[N:10]=1.CN.C(O)(=O)C.[B-][C:44]#[N:45].[Na+]. The catalyst is O1CCCC1.C(O)C. The product is [O:1]1[CH:5]=[CH:4][CH:3]=[C:2]1[C:6]1[O:7][C:8]([CH3:36])=[C:9]([CH2:11][O:12][C:13]2[CH:33]=[CH:32][C:16]([CH2:17][O:18][C:19]3[C:23]([CH2:24][NH:45][CH3:44])=[CH:22][N:21]([C:26]4[CH:31]=[CH:30][CH:29]=[CH:28][CH:27]=4)[N:20]=3)=[CH:15][C:14]=2[O:34][CH3:35])[N:10]=1. The yield is 0.140.